This data is from Catalyst prediction with 721,799 reactions and 888 catalyst types from USPTO. The task is: Predict which catalyst facilitates the given reaction. Reactant: [CH3:1][C:2]1[CH:8]=[CH:7][C:5](N)=[CH:4][C:3]=1[O:9][CH3:10].[OH:11]S(O)(=O)=O.N([O-])=O.[Na+]. Product: [CH3:1][C:2]1[CH:8]=[CH:7][C:5]([OH:11])=[CH:4][C:3]=1[O:9][CH3:10]. The catalyst class is: 6.